This data is from Catalyst prediction with 721,799 reactions and 888 catalyst types from USPTO. The task is: Predict which catalyst facilitates the given reaction. (1) The catalyst class is: 9. Reactant: [CH3:1][O:2][C:3]1[CH:4]=[C:5]([CH:29]=[C:30]([O:32][CH3:33])[CH:31]=1)[CH2:6][CH2:7][C:8]1[N:9]=[C:10]2[CH:16]=[C:15]([C:17](O)=[O:18])[N:14](S(C3C=CC=CC=3)(=O)=O)[C:11]2=[N:12][CH:13]=1.CN.[CH3:36][N:37](C(ON1N=NC2C=CC=NC1=2)=[N+](C)C)C.F[P-](F)(F)(F)(F)F.C(N(CC)C(C)C)(C)C.C(=O)([O-])[O-].[K+].[K+]. Product: [CH3:1][O:2][C:3]1[CH:4]=[C:5]([CH2:6][CH2:7][C:8]2[N:9]=[C:10]3[CH:16]=[C:15]([C:17]([NH:37][CH3:36])=[O:18])[NH:14][C:11]3=[N:12][CH:13]=2)[CH:29]=[C:30]([O:32][CH3:33])[CH:31]=1. (2) The catalyst class is: 51. Reactant: [Br:1][C:2]1[CH:3]=[CH:4][C:5]([O:11][CH3:12])=[C:6]([C:8](=O)[CH3:9])[CH:7]=1.[CH2:13](OC(OCC)N(C)C)C.[O-]CC.[Na+].Cl.[NH2:28][C:29]([NH2:31])=[NH:30]. Product: [CH3:12][O:11][C:5]1[CH:4]=[CH:3][C:2]([Br:1])=[CH:7][C:6]=1[C:8]1[CH:9]=[CH:13][N:28]=[C:29]([NH2:31])[N:30]=1. (3) Reactant: Br[C:2]1[C:3]2[N:4]([CH:9]=[CH:10][N:11]=2)[N:5]=[C:6]([Cl:8])[CH:7]=1.[CH3:12][C:13]1[CH:18]=[CH:17][N:16]=[CH:15][C:14]=1B(O)O.[O-]P([O-])([O-])=O.[K+].[K+].[K+]. Product: [Cl:8][C:6]1[CH:7]=[C:2]([C:14]2[CH:15]=[N:16][CH:17]=[CH:18][C:13]=2[CH3:12])[C:3]2[N:4]([CH:9]=[CH:10][N:11]=2)[N:5]=1. The catalyst class is: 203. (4) Product: [CH2:1]([N:8]1[CH2:13][CH2:12][N:11]([CH2:25][C:26]2([OH:43])[C:30](=[O:31])[O:29][C@H:28]3[C:32]4[C@@:37]([CH3:40])([CH2:38][CH2:39][C:27]23[OH:42])[CH2:36][CH2:35][CH2:34][C:33]=4[CH3:41])[CH2:10][CH2:9]1)[C:2]1[CH:3]=[CH:4][CH:5]=[CH:6][CH:7]=1. Reactant: [CH2:1]([N:8]1[CH2:13][CH2:12][NH:11][CH2:10][CH2:9]1)[C:2]1[CH:7]=[CH:6][CH:5]=[CH:4][CH:3]=1.CC1C=CC(S(O[CH2:25][C:26]2([OH:43])[C:30](=[O:31])[O:29][C@H:28]3[C:32]4[C@@:37]([CH3:40])([CH2:38][CH2:39][C:27]23[OH:42])[CH2:36][CH2:35][CH2:34][C:33]=4[CH3:41])(=O)=O)=CC=1. The catalyst class is: 8. (5) Reactant: C([O-])(=O)C.[O:5]=[C:6]1[N:11]([CH2:12][C:13]2[CH:14]=[C:15]([CH:19]=[CH:20][CH:21]=2)[C:16]([NH2:18])=[NH2+:17])[N:10]=[C:9]([C:22]2[CH:27]=[C:26]([F:28])[C:25]([F:29])=[C:24]([F:30])[CH:23]=2)[CH:8]=[CH:7]1.[Cl:31][CH:32]([CH:35]=O)[CH:33]=O. Product: [Cl:31][C:32]1[CH:33]=[N:17][C:16]([C:15]2[CH:14]=[C:13]([CH:21]=[CH:20][CH:19]=2)[CH2:12][N:11]2[C:6](=[O:5])[CH:7]=[CH:8][C:9]([C:22]3[CH:23]=[C:24]([F:30])[C:25]([F:29])=[C:26]([F:28])[CH:27]=3)=[N:10]2)=[N:18][CH:35]=1. The catalyst class is: 17. (6) Product: [S:22]1[C:26]2[CH:27]=[CH:28][CH:29]=[C:30]([O:31][C:32]3[CH:38]=[CH:37][C:35]([NH:36][C:19]4[C:20]5[N:12]([CH2:11][CH2:10][OH:9])[CH:13]=[CH:14][C:15]=5[N:16]=[CH:17][N:18]=4)=[CH:34][C:33]=3[CH3:39])[C:25]=2[CH:24]=[N:23]1. The catalyst class is: 8. Reactant: C([O:9][CH2:10][CH2:11][N:12]1[C:20]2[C:19](Cl)=[N:18][CH:17]=[N:16][C:15]=2[CH:14]=[CH:13]1)(=O)C1C=CC=CC=1.[S:22]1[C:26]2[CH:27]=[CH:28][CH:29]=[C:30]([O:31][C:32]3[CH:38]=[CH:37][C:35]([NH2:36])=[CH:34][C:33]=3[CH3:39])[C:25]=2[CH:24]=[N:23]1.C(O)(C)C.[OH-].[Na+]. (7) Reactant: F[C:2]1[CH:7]=[CH:6][C:5]([N+:8]([O-:10])=[O:9])=[CH:4][CH:3]=1.[NH:11]1[CH2:15][CH2:14][CH2:13][CH2:12]1.C(N(CC)CC)C. Product: [N+:8]([C:5]1[CH:6]=[CH:7][C:2]([N:11]2[CH2:15][CH2:14][CH2:13][CH2:12]2)=[CH:3][CH:4]=1)([O-:10])=[O:9]. The catalyst class is: 32. (8) Reactant: [O-]CC.[Na+].C1(C)C=CC=CC=1.C([O:14][C:15](=[O:31])[CH2:16][C:17](=[N:24][N:25]1[CH2:29][CH2:28][CH2:27][C:26]1=O)[C:18]1[CH:23]=[CH:22][CH:21]=[CH:20][N:19]=1)C.Cl. Product: [N:19]1[CH:20]=[CH:21][CH:22]=[CH:23][C:18]=1[C:17]1[C:16]([C:15]([OH:14])=[O:31])=[C:29]2[CH2:28][CH2:27][CH2:26][N:25]2[N:24]=1. The catalyst class is: 6. (9) Reactant: [N:1]([C:4]([C:7]1[CH:12]=[CH:11][C:10]([C:13]2[NH:18][C:17](=[O:19])[C:16]3=[CH:20][CH:21]=[CH:22][N:15]3[N:14]=2)=[CH:9][CH:8]=1)([CH3:6])[CH3:5])=[N+]=[N-].[C:23]([OH:26])(=[O:25])C.Cl. Product: [CH:23]([OH:26])=[O:25].[NH2:1][C:4]([C:7]1[CH:8]=[CH:9][C:10]([C:13]2[NH:18][C:17](=[O:19])[C:16]3=[CH:20][CH:21]=[CH:22][N:15]3[N:14]=2)=[CH:11][CH:12]=1)([CH3:6])[CH3:5]. The catalyst class is: 324. (10) Reactant: [F:1][C:2]1[CH:3]=[C:4]2[C:8](=[CH:9][CH:10]=1)[NH:7][C:6]1[C:11](=[O:20])[NH:12][CH2:13][CH:14]=[C:15]([CH2:16][C:17](O)=[O:18])[C:5]2=1.C(N(CC)CC)C.C1(P([N:42]=[N+:43]=[N-:44])(C2C=CC=CC=2)=O)C=CC=CC=1.C(OCC)C. Product: [F:1][C:2]1[CH:3]=[C:4]2[C:8](=[CH:9][CH:10]=1)[NH:7][C:6]1[C:11](=[O:20])[NH:12][CH2:13][CH:14]=[C:15]([CH2:16][C:17]([N:42]=[N+:43]=[N-:44])=[O:18])[C:5]2=1. The catalyst class is: 3.